Dataset: Forward reaction prediction with 1.9M reactions from USPTO patents (1976-2016). Task: Predict the product of the given reaction. (1) Given the reactants [F:1][C:2]1[CH:7]=[CH:6][C:5]([N:8]2[C:12]([C:13]3[CH:18]=[CH:17][C:16]([N+:19]([O-:21])=O)=[CH:15][CH:14]=3)=[CH:11][CH:10]=[N:9]2)=[CH:4][CH:3]=1.[F:22][C:23]1[CH:28]=[CH:27][C:26]([CH2:29]C#N)=[CH:25][CH:24]=1, predict the reaction product. The product is: [F:22][C:23]1[CH:28]=[CH:27][C:26]([C:29]2[O:21][N:19]=[C:16]3[CH:15]=[CH:14][C:13]([C:12]4[N:8]([C:5]5[CH:6]=[CH:7][C:2]([F:1])=[CH:3][CH:4]=5)[N:9]=[CH:10][CH:11]=4)=[CH:18][C:17]=23)=[CH:25][CH:24]=1. (2) Given the reactants [F:1][C:2]1[C:7]([CH:8]([C:10]2[C:18]3[C:13](=[N:14][CH:15]=[C:16]([CH3:19])[CH:17]=3)[N:12]([Si](C(C)C)(C(C)C)C(C)C)[CH:11]=2)O)=[CH:6][CH:5]=[C:4]([NH:30][C:31]2[CH:32]=[N:33][C:34]([O:37][CH3:38])=[CH:35][CH:36]=2)[N:3]=1.C([SiH](CC)CC)C.FC(F)(F)C(O)=O.O, predict the reaction product. The product is: [F:1][C:2]1[N:3]=[C:4]([NH:30][C:31]2[CH:32]=[N:33][C:34]([O:37][CH3:38])=[CH:35][CH:36]=2)[CH:5]=[CH:6][C:7]=1[CH2:8][C:10]1[C:18]2[C:13](=[N:14][CH:15]=[C:16]([CH3:19])[CH:17]=2)[NH:12][CH:11]=1. (3) Given the reactants CS(O[C@@H:6]1[C@@H:11]([CH3:12])[CH2:10][N:9]([C:13]2[CH:18]=[CH:17][N:16]=[CH:15][C:14]=2[NH:19]C(OC(C)(C)C)=O)[CH2:8][C@H:7]1[NH:27][C:28]([O:30][C:31]([CH3:34])([CH3:33])[CH3:32])=[O:29])(=O)=O.[NH:35]1[CH:39]=[N:38][CH:37]=[N:36]1.C([O-])([O-])=O.[Cs+].[Cs+], predict the reaction product. The product is: [NH2:19][C:14]1[CH:15]=[N:16][CH:17]=[CH:18][C:13]=1[N:9]1[CH2:10][C@H:11]([CH3:12])[C@H:6]([N:35]2[CH:39]=[N:38][CH:37]=[N:36]2)[C@H:7]([NH:27][C:28](=[O:29])[O:30][C:31]([CH3:32])([CH3:33])[CH3:34])[CH2:8]1. (4) The product is: [ClH:24].[ClH:1].[CH:36]1([NH:39][C:40]([C:42]2[C:50]3[CH:49]=[C:48]([C:51]4[C:56]([CH3:57])=[CH:55][N:54]=[C:53]([NH:58][CH2:59][CH2:60][CH2:61][CH:62]5[CH2:63][CH2:64][N:65]([CH2:69][CH2:70][F:71])[CH2:66][CH2:67]5)[N:52]=4)[S:47][C:46]=3[CH:45]=[CH:44][CH:43]=2)=[O:41])[CH2:37][CH2:38]1. Given the reactants [ClH:1].Cl.C1(NC(C2C3C=C(C4C([Cl:24])=CN=C(NCCC5CCN(CC)CC5)N=4)SC=3C=CC=2)=O)CC1.[CH:36]1([NH:39][C:40]([C:42]2[C:50]3[CH:49]=[C:48]([C:51]4[C:56]([CH3:57])=[CH:55][N:54]=[C:53]([NH:58][CH2:59][CH2:60][CH2:61][CH:62]5[CH2:67][CH2:66][NH:65][CH2:64][CH2:63]5)[N:52]=4)[S:47][C:46]=3[CH:45]=[CH:44][CH:43]=2)=[O:41])[CH2:38][CH2:37]1.Br[CH2:69][CH2:70][F:71], predict the reaction product. (5) Given the reactants Cl.Cl.[NH2:3][CH2:4][CH2:5][N:6]1[C:14]2[C:13]([NH:15][C:16]3[CH:21]=[CH:20][C:19]([O:22][C:23]4[C:28]5[CH:29]=[N:30][S:31][C:27]=5[CH:26]=[CH:25][CH:24]=4)=[C:18]([Cl:32])[CH:17]=3)=[N:12][CH:11]=[N:10][C:9]=2[CH:8]=[CH:7]1.[C:33]([O:37][C:38]([NH:40][C:41]([CH3:46])([C:43](O)=[O:44])[CH3:42])=[O:39])([CH3:36])([CH3:35])[CH3:34].ON1C2C=CC=CC=2N=N1.Cl.C(N=C=NCCCN(C)C)C, predict the reaction product. The product is: [S:31]1[C:27]2[CH:26]=[CH:25][CH:24]=[C:23]([O:22][C:19]3[CH:20]=[CH:21][C:16]([NH:15][C:13]4[C:14]5[N:6]([CH2:5][CH2:4][NH:3][C:43](=[O:44])[C:41]([NH:40][C:38](=[O:39])[O:37][C:33]([CH3:36])([CH3:35])[CH3:34])([CH3:46])[CH3:42])[CH:7]=[CH:8][C:9]=5[N:10]=[CH:11][N:12]=4)=[CH:17][C:18]=3[Cl:32])[C:28]=2[CH:29]=[N:30]1. (6) The product is: [C:1]([N:4]1[CH2:5][CH2:6][N:7]([CH2:10][CH2:11][O:12][C:13]2[CH:14]=[CH:15][C:16]([N:19]3[CH2:24][CH2:23][N:22]([C:25]4[CH2:26][CH2:27][C:28]5[N:29]([C:31]([C:34]([F:36])([F:35])[F:37])=[N:32][N:33]=5)[N:30]=4)[CH2:21][CH2:20]3)=[CH:17][CH:18]=2)[CH2:8][CH2:9]1)(=[O:3])[CH2:2][CH2:38][CH2:39][CH3:40]. Given the reactants [C:1]([N:4]1[CH2:9][CH2:8][N:7]([CH2:10][CH2:11][O:12][C:13]2[CH:18]=[CH:17][C:16]([N:19]3[CH2:24][CH2:23][N:22]([C:25]4[CH2:26][CH2:27][C:28]5[N:29]([C:31]([C:34]([F:37])([F:36])[F:35])=[N:32][N:33]=5)[N:30]=4)[CH2:21][CH2:20]3)=[CH:15][CH:14]=2)[CH2:6][CH2:5]1)(=[O:3])[CH3:2].[C:38](O)(=O)[CH2:39][CH2:40]CC, predict the reaction product.